This data is from Forward reaction prediction with 1.9M reactions from USPTO patents (1976-2016). The task is: Predict the product of the given reaction. (1) Given the reactants [F:1][C:2]1[CH:3]=[C:4]([CH:10]=[CH:11][C:12]=1[C:13]([F:16])([F:15])[F:14])[C:5]([N:7]=[C:8]=[O:9])=O.[Cl:17][C:18]1[CH:23]=[CH:22][C:21]([CH2:24][NH:25][C:26](=[O:31])[C:27]([CH3:30])([CH3:29])[CH3:28])=[CH:20][C:19]=1[NH:32][NH:33]C(OC(C)(C)C)=O.FC(F)(F)C(O)=O, predict the reaction product. The product is: [Cl:17][C:18]1[CH:23]=[CH:22][C:21]([CH2:24][NH:25][C:26](=[O:31])[C:27]([CH3:30])([CH3:29])[CH3:28])=[CH:20][C:19]=1[N:32]1[C:8](=[O:9])[NH:7][C:5]([C:4]2[CH:10]=[CH:11][C:12]([C:13]([F:16])([F:15])[F:14])=[C:2]([F:1])[CH:3]=2)=[N:33]1. (2) Given the reactants FC(F)(F)S(O[C:7]1[CH2:12][CH2:11][CH:10]([O:13][CH3:14])[CH2:9][CH:8]=1)(=O)=O.[B:17]1([B:17]2[O:21][C:20]([CH3:23])([CH3:22])[C:19]([CH3:25])([CH3:24])[O:18]2)[O:21][C:20]([CH3:23])([CH3:22])[C:19]([CH3:25])([CH3:24])[O:18]1.C([O-])(=O)C.[K+], predict the reaction product. The product is: [CH3:14][O:13][CH:10]1[CH2:11][CH2:12][C:7]([B:17]2[O:21][C:20]([CH3:23])([CH3:22])[C:19]([CH3:25])([CH3:24])[O:18]2)=[CH:8][CH2:9]1. (3) The product is: [CH3:14][C:12]1[N:13]=[C:9]([NH:8][C:5]2[CH:4]=[C:3]([O:15][C:16]3[CH:25]=[CH:24][CH:23]=[C:22]4[C:17]=3[CH:18]=[CH:19][CH:20]=[N:21]4)[C:2]([S:32][C:27]3[CH:28]=[CH:29][CH:30]=[CH:31][N:26]=3)=[CH:7][N:6]=2)[S:10][CH:11]=1. Given the reactants Br[C:2]1[C:3]([O:15][C:16]2[CH:25]=[CH:24][CH:23]=[C:22]3[C:17]=2[CH:18]=[CH:19][CH:20]=[N:21]3)=[CH:4][C:5]([NH:8][C:9]2[S:10][CH:11]=[C:12]([CH3:14])[N:13]=2)=[N:6][CH:7]=1.[N:26]1[CH:31]=[CH:30][CH:29]=[CH:28][C:27]=1[S:32][S:32][C:27]1[CH:28]=[CH:29][CH:30]=[CH:31][N:26]=1, predict the reaction product. (4) Given the reactants [Cl:1][C:2]1[CH:7]=[CH:6][C:5]([Cl:8])=[CH:4][C:3]=1[CH2:9][C:10]1[O:14][CH:13]=[N:12][C:11]=1[C:15]([OH:17])=O.[CH:18]1([N:21]2[C:30]3[C:25](=[CH:26][CH:27]=[CH:28][CH:29]=3)[NH:24][CH2:23][CH2:22]2)[CH2:20][CH2:19]1.CCN=C=NCCCN(C)C.C1C=NC2N(O)N=NC=2C=1, predict the reaction product. The product is: [CH:18]1([N:21]2[C:30]3[C:25](=[CH:26][CH:27]=[CH:28][CH:29]=3)[N:24]([C:15]([C:11]3[N:12]=[CH:13][O:14][C:10]=3[CH2:9][C:3]3[CH:4]=[C:5]([Cl:8])[CH:6]=[CH:7][C:2]=3[Cl:1])=[O:17])[CH2:23][CH2:22]2)[CH2:20][CH2:19]1. (5) The product is: [F:24][C:25]([F:32])([F:31])[S:26]([O-:29])(=[O:28])=[O:27].[CH3:25][N:8]1[C:7]([C:1]2[CH:6]=[CH:5][CH:4]=[CH:3][CH:2]=2)=[CH:11][N+:10]([CH2:12][O:13][C:14]2[CH:23]=[CH:22][C:21]3[C:16](=[CH:17][CH:18]=[CH:19][CH:20]=3)[CH:15]=2)=[CH:9]1. Given the reactants [C:1]1([C:7]2[N:8]=[CH:9][N:10]([CH2:12][O:13][C:14]3[CH:23]=[CH:22][C:21]4[C:16](=[CH:17][CH:18]=[CH:19][CH:20]=4)[CH:15]=3)[CH:11]=2)[CH:6]=[CH:5][CH:4]=[CH:3][CH:2]=1.[F:24][C:25]([F:32])([F:31])[S:26]([O:29]C)(=[O:28])=[O:27], predict the reaction product. (6) Given the reactants [Cl:1][CH2:2][CH2:3][OH:4].C([N-]C(C)C)(C)C.[Li+].[Br:13][C:14]1[CH:21]=[C:20](F)[C:19]([N+:23]([O-:25])=[O:24])=[CH:18][C:15]=1[C:16]#[N:17].O, predict the reaction product. The product is: [Br:13][C:14]1[CH:21]=[C:20]([O:4][CH2:3][CH2:2][Cl:1])[C:19]([N+:23]([O-:25])=[O:24])=[CH:18][C:15]=1[C:16]#[N:17]. (7) Given the reactants [Cl:1][C:2]1[C:3](=[O:25])[N:4]([CH3:24])[CH:5]=[C:6]([C:9]([N:11]2[CH2:16][CH2:15][CH:14]([C:17]3[CH:22]=[CH:21][C:20]([F:23])=[CH:19][CH:18]=3)[CH2:13][CH2:12]2)=[O:10])[C:7]=1Cl.[O:26]1[C:30]2[CH:31]=[CH:32][C:33]([NH2:35])=[CH:34][C:29]=2[O:28][CH2:27]1, predict the reaction product. The product is: [O:26]1[C:30]2[CH:31]=[CH:32][C:33]([NH:35][C:7]3[C:6]([C:9]([N:11]4[CH2:16][CH2:15][CH:14]([C:17]5[CH:22]=[CH:21][C:20]([F:23])=[CH:19][CH:18]=5)[CH2:13][CH2:12]4)=[O:10])=[CH:5][N:4]([CH3:24])[C:3](=[O:25])[C:2]=3[Cl:1])=[CH:34][C:29]=2[O:28][CH2:27]1. (8) Given the reactants [CH3:16][C:11]1([CH3:17])[C:12]([CH3:15])([CH3:14])[O:13][B:9]([B:9]2[O:13][C:12]([CH3:15])([CH3:14])[C:11]([CH3:17])([CH3:16])[O:10]2)[O:10]1.CC([O-])=O.[K+].Br[C:25]1[CH:26]=[C:27]2[C:53](=[CH:54][CH:55]=1)[O:52][C:30]1([CH2:35][CH2:34][N:33]([C:36]([C:38]3[CH:47]=[C:46]([O:48][CH3:49])[C:45]4[C:40](=[C:41]([O:50][CH3:51])[CH:42]=[CH:43][CH:44]=4)[N:39]=3)=[O:37])[CH2:32][CH2:31]1)[CH2:29][C:28]2=[O:56], predict the reaction product. The product is: [CH3:49][O:48][C:46]1[C:45]2[C:40](=[C:41]([O:50][CH3:51])[CH:42]=[CH:43][CH:44]=2)[N:39]=[C:38]([C:36]([N:33]2[CH2:32][CH2:31][C:30]3([CH2:29][C:28](=[O:56])[C:27]4[C:53](=[CH:54][CH:55]=[C:25]([B:9]5[O:10][C:11]([CH3:16])([CH3:17])[C:12]([CH3:14])([CH3:15])[O:13]5)[CH:26]=4)[O:52]3)[CH2:35][CH2:34]2)=[O:37])[CH:47]=1. (9) Given the reactants [N:1]1[CH:6]=[CH:5][CH:4]=[N:3][C:2]=1[C:7]1[CH:12]=[CH:11][C:10]([CH2:13][NH2:14])=[CH:9][CH:8]=1.F[C:16]1[CH:32]=[CH:31][C:19]([O:20][CH2:21][C:22]2[S:23][C:24]3[CH:30]=[CH:29][CH:28]=[CH:27][C:25]=3[N:26]=2)=[CH:18][C:17]=1[N+:33]([O-])=O.[C@@H:36]12[C:45](=O)[O:44][C:42](=[O:43])[C@@H:37]1[CH2:38][CH2:39][CH2:40][CH2:41]2, predict the reaction product. The product is: [S:23]1[C:24]2[CH:30]=[CH:29][CH:28]=[CH:27][C:25]=2[N:26]=[C:22]1[CH2:21][O:20][C:19]1[CH:31]=[CH:32][C:16]2[N:14]([CH2:13][C:10]3[CH:11]=[CH:12][C:7]([C:2]4[N:3]=[CH:4][CH:5]=[CH:6][N:1]=4)=[CH:8][CH:9]=3)[C:45]([C@H:36]3[CH2:41][CH2:40][CH2:39][CH2:38][C@H:37]3[C:42]([OH:44])=[O:43])=[N:33][C:17]=2[CH:18]=1. (10) The product is: [CH2:1]([CH:8]1[O:12][C:11](=[O:13])[C:10]([CH:15]([C:16]2[CH:21]=[CH:20][CH:19]=[CH:18][CH:17]=2)[C:24]2[NH:23][C:31]3[C:26]([C:25]=2[CH2:32][CH2:33][N:34]([CH3:38])[C:35](=[O:37])[CH3:36])=[CH:27][CH:28]=[CH:29][CH:30]=3)=[C:9]1[OH:14])[C:2]1[CH:3]=[CH:4][CH:5]=[CH:6][CH:7]=1. Given the reactants [CH2:1]([CH:8]1[O:12][C:11](=[O:13])[CH:10]=[C:9]1[OH:14])[C:2]1[CH:7]=[CH:6][CH:5]=[CH:4][CH:3]=1.[CH:15](=O)[C:16]1[CH:21]=[CH:20][CH:19]=[CH:18][CH:17]=1.[NH:23]1[C:31]2[C:26](=[CH:27][CH:28]=[CH:29][CH:30]=2)[C:25]([CH2:32][CH2:33][N:34]([CH3:38])[C:35](=[O:37])[CH3:36])=[CH:24]1, predict the reaction product.